Dataset: Full USPTO retrosynthesis dataset with 1.9M reactions from patents (1976-2016). Task: Predict the reactants needed to synthesize the given product. (1) Given the product [O:33]=[C:32]([C:14]1[CH:15]=[CH:16][C:8]([O:1][C:2]2[CH:3]=[CH:4][CH:5]=[CH:6][CH:7]=2)=[CH:9][CH:10]=1)[CH2:31][C:30]([O:36][CH2:37][CH3:38])=[O:35], predict the reactants needed to synthesize it. The reactants are: [O:1]([C:8]1[CH:9]=[C:10]([CH:14]=[CH:15][CH:16]=1)C(O)=O)[C:2]1[CH:7]=[CH:6][CH:5]=[CH:4][CH:3]=1.C(N1C=CN=C1)(N1C=CN=C1)=O.[Mg+].[C:30]([O:36][CH2:37][CH3:38])(=[O:35])[CH2:31][C:32]([O-])=[O:33].Cl. (2) Given the product [CH3:11][N:12]1[C:16]([CH2:17][NH:2][CH2:1][C:3]2[CH:10]=[CH:9][C:6]([C:7]#[N:8])=[CH:5][CH:4]=2)=[CH:15][N:14]=[CH:13]1, predict the reactants needed to synthesize it. The reactants are: [C:1]([C:3]1[CH:10]=[CH:9][C:6]([CH2:7][NH2:8])=[CH:5][CH:4]=1)#[N:2].[CH3:11][N:12]1[C:16]([CH:17]=O)=[CH:15][N:14]=[CH:13]1.C(O[BH-](OC(=O)C)OC(=O)C)(=O)C.[Na+].CO. (3) Given the product [Cl:21][C:22]1[CH:23]=[C:24]([C:28]2[CH:33]=[CH:32][C:31]([O:34][CH2:16][CH2:15][CH2:14][O:13][C:10]3[CH:9]=[CH:8][C:7]([CH2:6][C@H:5]([O:18][CH3:19])[C:4]([OH:3])=[O:20])=[CH:12][CH:11]=3)=[CH:30][CH:29]=2)[CH:25]=[CH:26][CH:27]=1, predict the reactants needed to synthesize it. The reactants are: C([O:3][C:4](=[O:20])[C@@H:5]([O:18][CH3:19])[CH2:6][C:7]1[CH:12]=[CH:11][C:10]([O:13][CH2:14][CH2:15][CH2:16]Br)=[CH:9][CH:8]=1)C.[Cl:21][C:22]1[CH:23]=[C:24]([C:28]2[CH:33]=[CH:32][C:31]([OH:34])=[CH:30][CH:29]=2)[CH:25]=[CH:26][CH:27]=1.[OH-].[Na+]. (4) Given the product [OH:8][C@H:7]([CH3:9])[C@H:5]([NH:6][C:18]([C:19]1[CH:24]=[CH:23][CH:22]=[CH:21][CH:20]=1)=[O:25])[C:4]([O:3][CH3:2])=[O:10], predict the reactants needed to synthesize it. The reactants are: Cl.[CH3:2][O:3][C:4](=[O:10])[C@H:5]([C@@H:7]([CH3:9])[OH:8])[NH2:6].CCN(CC)CC.[C:18](Cl)(=[O:25])[C:19]1[CH:24]=[CH:23][CH:22]=[CH:21][CH:20]=1.